Dataset: Catalyst prediction with 721,799 reactions and 888 catalyst types from USPTO. Task: Predict which catalyst facilitates the given reaction. (1) Reactant: C(N(CC)CC)C.[N:8]1[N:12]2[CH:13]=[CH:14][CH:15]=[CH:16][C:11]2=[C:10]([CH:17]=[O:18])[CH:9]=1.[CH:19](=[N:26][C:27]1[CH:32]=[CH:31][CH:30]=[C:29]([O:33][CH3:34])[CH:28]=1)[C:20]1[CH:25]=[CH:24][CH:23]=[CH:22][CH:21]=1. Product: [CH3:34][O:33][C:29]1[CH:28]=[C:27]([NH:26][CH:19]([C:20]2[CH:25]=[CH:24][CH:23]=[CH:22][CH:21]=2)[C:17]([C:10]2[CH:9]=[N:8][N:12]3[CH:13]=[CH:14][CH:15]=[CH:16][C:11]=23)=[O:18])[CH:32]=[CH:31][CH:30]=1. The catalyst class is: 433. (2) Reactant: [N:1]([CH2:4][CH2:5][C:6]([C:9]1[CH:14]=[CH:13][C:12]([C:15]2[O:16][CH:17]=[CH:18][CH:19]=2)=[CH:11][CH:10]=1)([CH3:8])[CH3:7])=[N+]=[N-].C1(P(C2C=CC=CC=2)C2C=CC=CC=2)C=CC=CC=1.O.[C:40](O[C:40]([O:42][C:43]([CH3:46])([CH3:45])[CH3:44])=[O:41])([O:42][C:43]([CH3:46])([CH3:45])[CH3:44])=[O:41]. Product: [C:43]([O:42][C:40](=[O:41])[NH:1][CH2:4][CH2:5][C:6]([C:9]1[CH:14]=[CH:13][C:12]([C:15]2[O:16][CH:17]=[CH:18][CH:19]=2)=[CH:11][CH:10]=1)([CH3:8])[CH3:7])([CH3:46])([CH3:45])[CH3:44]. The catalyst class is: 1. (3) Reactant: [Br:1][C:2]1[CH:3]=[C:4]([CH2:8][OH:9])[CH:5]=[N:6][CH:7]=1.CCN(CC)CC.[CH3:17][S:18](Cl)(=[O:20])=[O:19]. Product: [Br:1][C:2]1[CH:3]=[C:4]([CH2:8][O:9][S:18]([CH3:17])(=[O:20])=[O:19])[CH:5]=[N:6][CH:7]=1. The catalyst class is: 2. (4) Reactant: [Cl:1][C:2]1[C:3]2[CH:10]=[CH:9][N:8]([C@H:11]([CH3:14])[CH2:12][OH:13])[C:4]=2[N:5]=[CH:6][N:7]=1.[O:15]1[CH:20]=[CH:19][CH2:18][CH2:17][CH2:16]1.CC1C=CC(S([O-])(=O)=O)=CC=1.C1C=C[NH+]=CC=1. Product: [Cl:1][C:2]1[C:3]2[CH:10]=[CH:9][N:8]([C@H:11]([CH3:14])[CH2:12][O:13][CH:16]3[CH2:17][CH2:18][CH2:19][CH2:20][O:15]3)[C:4]=2[N:5]=[CH:6][N:7]=1. The catalyst class is: 2. (5) Reactant: [NH2:1][C:2]1[N:6]([CH2:7][C:8]2[CH:13]=[CH:12][C:11]([O:14][CH3:15])=[CH:10][CH:9]=2)[N:5]=[N:4][C:3]=1[C:16]([NH2:18])=[O:17].[CH:19]1([C:22](Cl)=[O:23])[CH2:21][CH2:20]1. Product: [CH:19]1([C:22]([NH:1][C:2]2[N:6]([CH2:7][C:8]3[CH:9]=[CH:10][C:11]([O:14][CH3:15])=[CH:12][CH:13]=3)[N:5]=[N:4][C:3]=2[C:16]([NH2:18])=[O:17])=[O:23])[CH2:21][CH2:20]1. The catalyst class is: 17.